This data is from Catalyst prediction with 721,799 reactions and 888 catalyst types from USPTO. The task is: Predict which catalyst facilitates the given reaction. (1) Product: [CH3:56][S:57]([O:47][CH2:46][CH2:45][CH2:44][C:41]1[CH:40]=[CH:39][C:38]([C:34]2[CH:35]=[CH:36][CH:37]=[C:32]([N:22]3[C:23]4[N:30]=[CH:29][C:28]([F:31])=[CH:27][C:24]=4[C:25](=[O:26])[N:20]([C@H:17]4[CH2:18][CH2:19][C@@H:14]([NH:13][C:11]([C:9]5[N:10]=[C:5]6[CH:4]=[CH:3][C:2]([F:1])=[CH:7][N:6]6[CH:8]=5)=[O:12])[CH2:15][CH2:16]4)[C:21]3=[O:48])[CH:33]=2)=[CH:43][CH:42]=1)(=[O:59])=[O:58]. The catalyst class is: 4. Reactant: [F:1][C:2]1[CH:3]=[CH:4][C:5]2[N:6]([CH:8]=[C:9]([C:11]([NH:13][C@H:14]3[CH2:19][CH2:18][C@@H:17]([N:20]4[C:25](=[O:26])[C:24]5[CH:27]=[C:28]([F:31])[CH:29]=[N:30][C:23]=5[N:22]([C:32]5[CH:33]=[C:34]([C:38]6[CH:43]=[CH:42][C:41]([CH2:44][CH2:45][CH2:46][OH:47])=[CH:40][CH:39]=6)[CH:35]=[CH:36][CH:37]=5)[C:21]4=[O:48])[CH2:16][CH2:15]3)=[O:12])[N:10]=2)[CH:7]=1.C(N(CC)CC)C.[CH3:56][S:57](Cl)(=[O:59])=[O:58].O. (2) Reactant: [NH2:1][C:2]1[N:10]=[CH:9][N:8]=[C:7]2[C:3]=1[N:4]=[C:5]([S:25][C:26]1[C:34]([N:35]([CH3:37])[CH3:36])=[CH:33][C:29]3[O:30][CH2:31][O:32][C:28]=3[CH:27]=1)[N:6]2[CH2:11][CH2:12][CH2:13][N:14]1C(=O)C2C(=CC=CC=2)C1=O.O.NN.CO. Product: [NH2:14][CH2:13][CH2:12][CH2:11][N:6]1[C:5]([S:25][C:26]2[C:34]([N:35]([CH3:37])[CH3:36])=[CH:33][C:29]3[O:30][CH2:31][O:32][C:28]=3[CH:27]=2)=[N:4][C:3]2[C:7]1=[N:8][CH:9]=[N:10][C:2]=2[NH2:1]. The catalyst class is: 2. (3) The catalyst class is: 1. Reactant: [CH3:1][N:2]([CH3:38])[CH2:3][CH2:4][NH:5][C:6]([C:8]1[CH:9]=[C:10]2[C:18](=[CH:19][CH:20]=1)[NH:17][C:16]1[C:15]([O:21][CH3:22])=[C:14]3[NH:23][C:24]4[CH:25]=[CH:26][C:27]([C:30]([NH:32][CH2:33][CH2:34][N:35]([CH3:37])[CH3:36])=O)=[CH:28][C:29]=4[C:13]3=[CH:12][C:11]2=1)=O.[H-].[H-].[H-].[H-].[Li+].[Al+3]. Product: [CH3:22][O:21][C:15]1[C:14]2[NH:23][C:24]3[C:29](=[CH:28][C:27]([CH2:30][NH:32][CH2:33][CH2:34][N:35]([CH3:36])[CH3:37])=[CH:26][CH:25]=3)[C:13]=2[CH:12]=[C:11]2[C:10]3[CH:9]=[C:8]([CH2:6][NH:5][CH2:4][CH2:3][N:2]([CH3:1])[CH3:38])[CH:20]=[CH:19][C:18]=3[NH:17][C:16]=12.